Regression. Given a target protein amino acid sequence and a drug SMILES string, predict the binding affinity score between them. We predict pIC50 (pIC50 = -log10(IC50 in M); higher means more potent). Dataset: bindingdb_ic50. From a dataset of Drug-target binding data from BindingDB using IC50 measurements. (1) The compound is CSc1nc(SCCO)c2sc3nc(-c4ccco4)c4c(c3c2n1)CC(C)(C)OC4. The target protein (O35430) has sequence MNHLEGSAEVEVADEAPGGEVNESVEADLEHPEVEEEQQPSPPPPAGHAPEDHRAHPAPPPPPPPQEEEEERGECLARSASTESGFHNHTDTAEGDVLAAARDGYEAERAQDADDESAYAVQYRPEAEEYTEQAEAEHAEAAQRRALPNHLHFHSLEHEEAMNAAYSGYVYTHRLFHRAEDEPYAEPYADYGGLQEHVYEEIGDAPELEARDGLRLYERERDEAAAYRQEALGARLHHYDERSDGESDSPEKEAEFAPYPRMDSYEQEEDIDQIVAEVKQSMSSQSLDKAAEDMPEAEQDLERAPTPGGGHPDSPGLPAPAGQQQRVVGTPGGSEVGQRYSKEKRDAISLAIKDIKEAIEEVKTRTIRSPYTPDEPKEPIWVMRQDISPTRDCDDQRPVDGDSPSPGSSSPLGAESSITPLHPGDPTEASTNKESRKSLASFPTYVEVPGPCDPEDLIDGIIFAANYLGSTQLLSDKTPSKNVRMMQAQEAVSRIKTAQK.... The pIC50 is 4.8. (2) The drug is Cc1cc(C)c(NC(=O)C[N+](C)(C)CC(O)COc2cccc3ccccc23)c(C)c1. The target protein (P61088) has sequence MAGLPRRIIKETQRLLAEPVPGIKAEPDESNARYFHVVIAGPQDSPFEGGTFKLELFLPEEYPMAAPKVRFMTKIYHPNVDKLGRICLDILKDKWSPALQIRTVLLSIQALLSAPNPDDPLANDVAEQWKTNEAQAIETARAWTRLYAMNNI. The pIC50 is 4.7. (3) The compound is COc1ccc(Cc2ccc3c(c2O)C(=O)c2c(O)cccc2C3)cc1OC. The target protein sequence is MPSYTVTVATGSQWFAGTDDYIYLSLVGSAGCSEKHLLDKPFYNDFERGAVDSYDVTVDEELGDIQLIKIEKRKYWFHDDWYLKYITVKTPCGDYIEFPCYRWISGEGEIVLRDGQAKLACDDQIHVLKQHRRKELETRQKQYRWMEWNPGFPLSIDAKCHKDLPRDIQFDSEKGVDFVLNYSKAMENLFINRFMHMFQSSWSDFADFEKIFVRISNTISERVMNHWQEDRMFGYQFLNGCNPVMIQRCLKLPDNLPVTTEMVECSLERQLTLEQEIEQGNIFIVDFKLLDGIDANKTDPCTLQFLAAPICLLYKNLANKIVPIAIQLNQVPGEENPIFLPSDAKYDWLLAKIWVRSSDFHVHQTITHLLRTHLVSEVFGIAMYRQLPAVHPIFKLLVAHVRFTIAINTKAREQLICEYGLFDKANATGG. The pIC50 is 4.5.